Dataset: Catalyst prediction with 721,799 reactions and 888 catalyst types from USPTO. Task: Predict which catalyst facilitates the given reaction. The catalyst class is: 197. Reactant: [F:1][C:2]1[CH:3]=[C:4]([C@H:10]2[CH2:14][O:13][C:12]([CH3:16])([CH3:15])[N:11]2[C:17]([O:19][C:20]([CH3:23])([CH3:22])[CH3:21])=[O:18])[CH:5]=[C:6]([CH2:8]O)[CH:7]=1.[Cl:24]C1N=C(Cl)N=C(Cl)N=1. Product: [Cl:24][CH2:8][C:6]1[CH:5]=[C:4]([C@H:10]2[CH2:14][O:13][C:12]([CH3:16])([CH3:15])[N:11]2[C:17]([O:19][C:20]([CH3:23])([CH3:22])[CH3:21])=[O:18])[CH:3]=[C:2]([F:1])[CH:7]=1.